From a dataset of Forward reaction prediction with 1.9M reactions from USPTO patents (1976-2016). Predict the product of the given reaction. (1) Given the reactants [CH3:1][C:2]1[S:3][C:4]2[CH:10]=[C:9]([OH:11])[CH:8]=[CH:7][C:5]=2[N:6]=1.[O:12]1[C:16]2[CH:17]=[CH:18]C=CC=2N=C1, predict the reaction product. The product is: [CH3:1][C:2]1[S:3][C:4]2[CH:10]=[C:9]([O:11][CH2:18][CH:17]3[CH2:16][O:12]3)[CH:8]=[CH:7][C:5]=2[N:6]=1. (2) Given the reactants [Cl:1][C:2]1[CH:3]=[C:4]([CH:48]=[CH:49][CH:50]=1)[CH2:5][N:6]1[CH2:11][CH2:10][C:9]2([C:19]3[C:18](=[O:20])[N:17]([CH2:21][C@H:22]([NH:29][CH2:30][CH2:31]CC#N)[C:23]4[CH:28]=[CH:27][CH:26]=[CH:25][CH:24]=4)[C:16](=[O:35])[N:15]([CH2:36][C:37]4[C:42]([C:43]([F:46])([F:45])[F:44])=[CH:41][CH:40]=[CH:39][C:38]=4[F:47])[C:14]=3[CH2:13][O:12]2)[CH2:8][CH2:7]1.S(=O)(=O)(O)O.[OH-].[Na+].Cl.[C:59]([OH:62])(=[O:61])[CH3:60], predict the reaction product. The product is: [Cl:1][C:2]1[CH:3]=[C:4]([CH:48]=[CH:49][CH:50]=1)[CH2:5][N:6]1[CH2:7][CH2:8][C:9]2([C:19]3[C:18](=[O:20])[N:17]([CH2:21][C@H:22]([NH:29][CH2:30][CH2:31][CH2:60][C:59]([OH:62])=[O:61])[C:23]4[CH:24]=[CH:25][CH:26]=[CH:27][CH:28]=4)[C:16](=[O:35])[N:15]([CH2:36][C:37]4[C:42]([C:43]([F:44])([F:46])[F:45])=[CH:41][CH:40]=[CH:39][C:38]=4[F:47])[C:14]=3[CH2:13][O:12]2)[CH2:10][CH2:11]1. (3) Given the reactants [CH3:1][O:2][C:3]1[CH:10]=[CH:9][C:6]([CH:7]=O)=[CH:5][CH:4]=1.Cl.[O:12]([NH2:14])[CH3:13], predict the reaction product. The product is: [CH3:13][O:12][N:14]=[CH:7][C:6]1[CH:9]=[CH:10][C:3]([O:2][CH3:1])=[CH:4][CH:5]=1. (4) Given the reactants O[Li].O.C[O:5][C:6](=[O:21])[C:7]1[CH:12]=[C:11]([C:13]2[CH:18]=[CH:17][C:16]([CH3:19])=[CH:15][N:14]=2)[CH:10]=[C:9]([I:20])[CH:8]=1, predict the reaction product. The product is: [I:20][C:9]1[CH:8]=[C:7]([CH:12]=[C:11]([C:13]2[CH:18]=[CH:17][C:16]([CH3:19])=[CH:15][N:14]=2)[CH:10]=1)[C:6]([OH:21])=[O:5]. (5) Given the reactants Br[C:2]1[CH:3]=[C:4]([CH:13]=[CH:14][CH:15]=1)[NH:5][C:6]1[CH:11]=[CH:10][C:9](Br)=[CH:8][CH:7]=1.[CH:16]1[C:24]2[C:23]3[CH:25]=[CH:26][CH:27]=[CH:28][C:22]=3[O:21][C:20]=2[C:19](B(O)O)=[CH:18][CH:17]=1.[C:32]([O-:35])([O-])=O.[Na+].[Na+].[CH3:38][CH2:39]O, predict the reaction product. The product is: [CH:16]1[C:24]2[C:23]3[CH:25]=[CH:26][CH:27]=[CH:28][C:22]=3[O:21][C:20]=2[C:19]([C:2]2[CH:3]=[C:4]([CH:13]=[CH:14][CH:15]=2)[NH:5][C:6]2[CH:11]=[CH:10][C:9]([C:26]3[C:25]4[O:35][C:32]5[CH:38]=[CH:39][CH:19]=[CH:20][C:24]=5[C:23]=4[CH:22]=[CH:28][CH:27]=3)=[CH:8][CH:7]=2)=[CH:18][CH:17]=1.